From a dataset of Full USPTO retrosynthesis dataset with 1.9M reactions from patents (1976-2016). Predict the reactants needed to synthesize the given product. (1) Given the product [Cl:26][C:23]1[CH:22]=[CH:21][C:20]([CH2:19][C@@H:18]([NH:27][C:28](=[O:34])[O:29][C:30]([CH3:32])([CH3:31])[CH3:33])[C:17](=[O:35])[N:14]2[CH2:15][CH2:16][N:11]([C:3]3[C:2]([C:36]4[CH:41]=[CH:40][CH:39]=[CH:38][CH:37]=4)=[CH:7][N:6]=[C:5]4[NH:8][CH:9]=[CH:10][C:4]=34)[CH2:12][CH2:13]2)=[CH:25][CH:24]=1, predict the reactants needed to synthesize it. The reactants are: Br[C:2]1[C:3]([N:11]2[CH2:16][CH2:15][N:14]([C:17](=[O:35])[C@H:18]([NH:27][C:28](=[O:34])[O:29][C:30]([CH3:33])([CH3:32])[CH3:31])[CH2:19][C:20]3[CH:25]=[CH:24][C:23]([Cl:26])=[CH:22][CH:21]=3)[CH2:13][CH2:12]2)=[C:4]2[CH:10]=[CH:9][NH:8][C:5]2=[N:6][CH:7]=1.[C:36]1(B(O)O)[CH:41]=[CH:40][CH:39]=[CH:38][CH:37]=1.C([O-])([O-])=O.[K+].[K+]. (2) The reactants are: C([O:3][C:4](=O)[NH:5][C:6](=[O:31])[C:7]([C:29]#[N:30])=[N:8][NH:9][C:10]1[CH:15]=[C:14]([Cl:16])[C:13]([S:17][C:18]2[CH:23]=[C:22]([CH:24]([CH3:26])[CH3:25])[C:21](=[O:27])[NH:20][N:19]=2)=[C:12]([Cl:28])[CH:11]=1)C.C([O-])(=O)C.[Na+]. Given the product [Cl:28][C:12]1[CH:11]=[C:10]([N:9]2[C:4](=[O:3])[NH:5][C:6](=[O:31])[C:7]([C:29]#[N:30])=[N:8]2)[CH:15]=[C:14]([Cl:16])[C:13]=1[S:17][C:18]1[CH:23]=[C:22]([CH:24]([CH3:26])[CH3:25])[C:21](=[O:27])[NH:20][N:19]=1, predict the reactants needed to synthesize it.